This data is from HIV replication inhibition screening data with 41,000+ compounds from the AIDS Antiviral Screen. The task is: Binary Classification. Given a drug SMILES string, predict its activity (active/inactive) in a high-throughput screening assay against a specified biological target. (1) The drug is C=C(Br)CN(C#N)CC(=C)Br. The result is 0 (inactive). (2) The molecule is CC1(C)NC(=S)NC1=O. The result is 0 (inactive). (3) The molecule is COc1cccc(Nc2nc3c(=O)n(C)c(=O)n(C)c3[nH]2)c1. The result is 0 (inactive). (4) The drug is c1ccc2c3c(ccc2c1)CSCc1ccc2ccccc2c1-3. The result is 0 (inactive). (5) The drug is CCOC(=O)CCCSCCCC1(CCCSCCCC(=O)OCC)OCCO1. The result is 0 (inactive). (6) The drug is COc1cc(OS(=O)(=O)O)c2c(c1)cc(O)c1c(=O)cc(C)oc12. The result is 0 (inactive).